This data is from Full USPTO retrosynthesis dataset with 1.9M reactions from patents (1976-2016). The task is: Predict the reactants needed to synthesize the given product. (1) Given the product [CH3:19][C:14]1[CH:13]=[CH:12][C:11]([C:4]2[CH:5]=[CH:6][N:1]=[CH:2][CH:3]=2)=[CH:18][C:15]=1[CH:16]=[O:17], predict the reactants needed to synthesize it. The reactants are: [N:1]1[CH:6]=[CH:5][C:4](B(O)O)=[CH:3][CH:2]=1.Br[C:11]1[CH:12]=[CH:13][C:14]([CH3:19])=[C:15]([CH:18]=1)[CH:16]=[O:17]. (2) The reactants are: Cl.[CH2:2]([O:9][C:10]([C@@H:12]1[CH2:16][CH2:15][CH2:14][N:13]1[C:17](=[O:29])[C@H:18]([NH2:28])[CH2:19][C:20]1[CH:25]=[CH:24][C:23]([O:26][CH3:27])=[CH:22][CH:21]=1)=[O:11])[C:3]1[CH:8]=[CH:7][CH:6]=[CH:5][CH:4]=1.[C:30]([O-])(O)=[O:31].[Na+].ClC(Cl)(OC(=O)OC(Cl)(Cl)Cl)Cl. Given the product [CH2:2]([O:9][C:10]([C@@H:12]1[CH2:16][CH2:15][CH2:14][N:13]1[C:17](=[O:29])[C@H:18]([N:28]=[C:30]=[O:31])[CH2:19][C:20]1[CH:25]=[CH:24][C:23]([O:26][CH3:27])=[CH:22][CH:21]=1)=[O:11])[C:3]1[CH:8]=[CH:7][CH:6]=[CH:5][CH:4]=1, predict the reactants needed to synthesize it. (3) Given the product [Cl:16][C:17]1[CH:18]=[C:19]([C:20](=[O:21])[NH:9][CH2:8][C:7]2[CH:10]=[C:3]([Cl:2])[CH:4]=[CH:5][C:6]=2[S:11]([CH2:14][CH3:15])(=[O:13])=[O:12])[CH:23]=[C:24]([O:42][CH3:43])[C:25]=1[CH2:26][N:27]1[CH2:32][CH2:31][CH2:30][C@H:29]([N:33]([CH3:41])[C:34](=[O:35])[O:36][C:37]([CH3:38])([CH3:40])[CH3:39])[CH2:28]1, predict the reactants needed to synthesize it. The reactants are: Cl.[Cl:2][C:3]1[CH:4]=[CH:5][C:6]([S:11]([CH2:14][CH3:15])(=[O:13])=[O:12])=[C:7]([CH:10]=1)[CH2:8][NH2:9].[Cl:16][C:17]1[CH:18]=[C:19]([CH:23]=[C:24]([O:42][CH3:43])[C:25]=1[CH2:26][N:27]1[CH2:32][CH2:31][CH2:30][C@H:29]([N:33]([CH3:41])[C:34]([O:36][C:37]([CH3:40])([CH3:39])[CH3:38])=[O:35])[CH2:28]1)[C:20](O)=[O:21]. (4) Given the product [CH2:1]([O:8][C:9]1[C:10]([F:17])=[C:11]([F:16])[C:12]([F:15])=[C:13]([CH:14]=1)[C:38]([OH:40])=[O:39])[C:2]1[CH:3]=[CH:4][CH:5]=[CH:6][CH:7]=1, predict the reactants needed to synthesize it. The reactants are: [CH2:1]([O:8][C:9]1[CH:14]=[CH:13][C:12]([F:15])=[C:11]([F:16])[C:10]=1[F:17])[C:2]1[CH:7]=[CH:6][CH:5]=[CH:4][CH:3]=1.S1(CCCC1)(=O)=O.[Li+].CC([N-]C(C)C)C.[Li]CCCC.[C:38](=[O:40])=[O:39]. (5) Given the product [C:35]([O:38][C:39]1[CH:40]=[C:41]([CH:45]=[CH:46][CH:47]=1)[C:42]([NH:70][C:63]1[C:62]([CH3:71])=[C:61]([C:59]([C:56]2[CH:57]=[CH:58][C:49]([NH2:48])=[C:50]([CH:55]=2)[C:51]([O:53][CH3:54])=[O:52])=[O:60])[N:69]2[C:64]=1[CH:65]=[CH:66][CH:67]=[CH:68]2)=[O:44])(=[O:37])[CH3:36], predict the reactants needed to synthesize it. The reactants are: C(N(CC)CC)C.F[P-](F)(F)(F)(F)F.N1(O[P+](N(C)C)(N(C)C)N(C)C)C2C=CC=CC=2N=N1.[C:35]([O:38][C:39]1[CH:40]=[C:41]([CH:45]=[CH:46][CH:47]=1)[C:42]([OH:44])=O)(=[O:37])[CH3:36].[NH2:48][C:49]1[CH:58]=[CH:57][C:56]([C:59]([C:61]2[N:69]3[C:64]([CH:65]=[CH:66][CH:67]=[CH:68]3)=[C:63]([NH2:70])[C:62]=2[CH3:71])=[O:60])=[CH:55][C:50]=1[C:51]([O:53][CH3:54])=[O:52]. (6) Given the product [N:16]1([CH2:15][C:14]2[C:13]3[C:8](=[CH:9][CH:10]=[CH:11][CH:12]=3)[N:7]([CH2:23][C:24]3[C:33]4[C:28](=[CH:29][CH:30]=[CH:31][CH:32]=4)[CH:27]=[CH:26][CH:25]=3)[C:6]=2[C:4]([OH:3])=[O:5])[CH2:17][CH2:18][O:19][CH2:20][CH2:21]1, predict the reactants needed to synthesize it. The reactants are: C([O:3][C:4]([C:6]1[NH:7][C:8]2[C:13]([C:14]=1[CH2:15][N:16]1[CH2:21][CH2:20][O:19][CH2:18][CH2:17]1)=[CH:12][CH:11]=[CH:10][CH:9]=2)=[O:5])C.Br[CH2:23][C:24]1[C:33]2[C:28](=[CH:29][CH:30]=[CH:31][CH:32]=2)[CH:27]=[CH:26][CH:25]=1. (7) Given the product [Cl:48][C:49]1[CH:50]=[C:51]([C:59]2[CH:68]=[CH:67][C:62]3[NH:63][C:64]([NH:66][C:11]([C:9]4[N:10]=[C:5]5[CH:4]=[CH:3][C:2]([Cl:1])=[N:7][N:6]5[CH:8]=4)=[O:13])=[N:65][C:61]=3[CH:60]=2)[CH:52]=[CH:53][C:54]=1[C:55]([F:57])([F:58])[F:56], predict the reactants needed to synthesize it. The reactants are: [Cl:1][C:2]1[CH:3]=[CH:4][C:5]2[N:6]([CH:8]=[C:9]([C:11]([OH:13])=O)[N:10]=2)[N:7]=1.CN(C(ON1N=NC2C=CC=CC1=2)=[N+](C)C)C.F[P-](F)(F)(F)(F)F.CCN(C(C)C)C(C)C.Br.[Cl:48][C:49]1[CH:50]=[C:51]([C:59]2[CH:68]=[CH:67][C:62]3[NH:63][C:64]([NH2:66])=[N:65][C:61]=3[CH:60]=2)[CH:52]=[CH:53][C:54]=1[C:55]([F:58])([F:57])[F:56].C(=O)(O)[O-].[Na+].